Predict the reactants needed to synthesize the given product. From a dataset of Full USPTO retrosynthesis dataset with 1.9M reactions from patents (1976-2016). (1) Given the product [Cl:1][C:2]1[N:3]=[CH:4][C:5]([C:6]([NH:11][C:12]2[C:17]([N+:18]([O-:20])=[O:19])=[CH:16][C:15]([Br:21])=[CH:14][N:13]=2)=[O:7])=[CH:9][CH:10]=1, predict the reactants needed to synthesize it. The reactants are: [Cl:1][C:2]1[CH:10]=[CH:9][C:5]([C:6](Cl)=[O:7])=[CH:4][N:3]=1.[NH2:11][C:12]1[C:17]([N+:18]([O-:20])=[O:19])=[CH:16][C:15]([Br:21])=[CH:14][N:13]=1. (2) The reactants are: [O:1]1[CH:5]=[CH:4][CH:3]=[C:2]1[C:6]1[C:11]([I:12])=[C:10](S(C)=O)[N:9]=[C:8]([NH2:16])[N:7]=1.[CH2:17]([OH:21])[CH2:18][CH2:19][CH3:20].C1CCN2C(=NCCC2)CC1. Given the product [CH2:17]([O:21][C:10]1[C:11]([I:12])=[C:6]([C:2]2[O:1][CH:5]=[CH:4][CH:3]=2)[N:7]=[C:8]([NH2:16])[N:9]=1)[CH2:18][CH2:19][CH3:20], predict the reactants needed to synthesize it. (3) Given the product [C:15]([C:13]1[CH:14]=[C:2]([C:29]2[C:25]([CH3:24])=[N:26][O:27][C:28]=2[CH3:39])[C:3]([F:23])=[C:4]2[C:12]=1[NH:11][C:10]1[CH:9]=[C:8]([C:18]([O:20][CH2:21][CH3:22])=[O:19])[CH:7]=[CH:6][C:5]2=1)(=[O:17])[NH2:16], predict the reactants needed to synthesize it. The reactants are: Br[C:2]1[C:3]([F:23])=[C:4]2[C:12](=[C:13]([C:15](=[O:17])[NH2:16])[CH:14]=1)[NH:11][C:10]1[CH:9]=[C:8]([C:18]([O:20][CH2:21][CH3:22])=[O:19])[CH:7]=[CH:6][C:5]2=1.[CH3:24][C:25]1[C:29](B2OC(C)(C)C(C)(C)O2)=[C:28]([CH3:39])[O:27][N:26]=1.P([O-])([O-])([O-])=O.[K+].[K+].[K+]. (4) Given the product [CH:1]1([N:6]2[C:10](=[O:11])[C:9]3[CH:12]=[CH:13][C:14]([O:16][CH2:18][C:19]4[CH:20]=[C:21]([C:25]5[CH:30]=[CH:29][C:28]([C:31]([OH:33])=[O:32])=[CH:27][CH:26]=5)[CH:22]=[CH:23][CH:24]=4)=[CH:15][C:8]=3[S:7]2)[CH2:2][CH2:3][CH2:4][CH2:5]1, predict the reactants needed to synthesize it. The reactants are: [CH:1]1([N:6]2[C:10](=[O:11])[C:9]3[CH:12]=[CH:13][C:14]([OH:16])=[CH:15][C:8]=3[S:7]2)[CH2:5][CH2:4][CH2:3][CH2:2]1.Br[CH2:18][C:19]1[CH:20]=[C:21]([C:25]2[CH:30]=[CH:29][C:28]([C:31]([O:33]C)=[O:32])=[CH:27][CH:26]=2)[CH:22]=[CH:23][CH:24]=1. (5) The reactants are: [C:1]([C:4]1[CH:21]=[C:20]([Cl:22])[CH:19]=[CH:18][C:5]=1[CH2:6][N:7]1[C:12]2[CH:13]=[CH:14][NH:15][C:11]=2[C:10](=[O:16])[NH:9][C:8]1=[S:17])(=O)[CH3:2].CC(O)=O.Cl.[NH2:28]O. Given the product [NH2:28][CH:1]([C:4]1[CH:21]=[C:20]([Cl:22])[CH:19]=[CH:18][C:5]=1[CH2:6][N:7]1[C:12]2[CH:13]=[CH:14][NH:15][C:11]=2[C:10](=[O:16])[NH:9][C:8]1=[S:17])[CH3:2], predict the reactants needed to synthesize it.